This data is from Forward reaction prediction with 1.9M reactions from USPTO patents (1976-2016). The task is: Predict the product of the given reaction. (1) Given the reactants [NH2:1][C@@H:2]1[C:11]2[C:6](=[CH:7][CH:8]=[CH:9][CH:10]=2)[C@@H:5]([OH:12])[CH2:4][CH2:3]1.[Na].F[C:15]1[CH:16]=[CH:17][C:18]2[N:19]([C:21]([N:24]3[CH2:29][CH2:28][CH2:27][CH2:26][C@@H:25]3[CH3:30])=[N:22][N:23]=2)[CH:20]=1.N, predict the reaction product. The product is: [CH3:30][C@H:25]1[CH2:26][CH2:27][CH2:28][CH2:29][N:24]1[C:21]1[N:19]2[CH:20]=[C:15]([O:12][C@@H:5]3[C:6]4[C:11](=[CH:10][CH:9]=[CH:8][CH:7]=4)[C@@H:2]([NH2:1])[CH2:3][CH2:4]3)[CH:16]=[CH:17][C:18]2=[N:23][N:22]=1. (2) Given the reactants [C:1]([N:8]1[C:16]2[C:11](=[CH:12][CH:13]=[CH:14][CH:15]=2)[CH:10]=[C:9]1B(O)O)([O:3][C:4]([CH3:7])([CH3:6])[CH3:5])=[O:2].[Cl:20][C:21]1[CH:22]=[N:23][CH:24]=[C:25](Br)[CH:26]=1.COC1C=CC=C(OC)C=1C1C=CC=CC=1P(C1CCCCC1)C1CCCCC1.P([O-])([O-])([O-])=O.[K+].[K+].[K+].N#N, predict the reaction product. The product is: [C:4]([O:3][C:1]([N:8]1[C:16]2[C:11](=[CH:12][CH:13]=[CH:14][CH:15]=2)[CH:10]=[C:9]1[C:25]1[CH:24]=[N:23][CH:22]=[C:21]([Cl:20])[CH:26]=1)=[O:2])([CH3:7])([CH3:6])[CH3:5]. (3) Given the reactants C(Cl)(=O)C(Cl)=O.CS(C)=O.[CH2:11]([N:18]([CH3:27])[C@@H:19]([CH:22]1[CH2:26][CH2:25][CH2:24][CH2:23]1)[CH2:20][OH:21])[C:12]1[CH:17]=[CH:16][CH:15]=[CH:14][CH:13]=1.C(N(CC)CC)C, predict the reaction product. The product is: [CH2:11]([N:18]([CH3:27])[C@@H:19]([CH:22]1[CH2:26][CH2:25][CH2:24][CH2:23]1)[CH:20]=[O:21])[C:12]1[CH:17]=[CH:16][CH:15]=[CH:14][CH:13]=1.